The task is: Predict the reactants needed to synthesize the given product.. This data is from Full USPTO retrosynthesis dataset with 1.9M reactions from patents (1976-2016). Given the product [C:40]([C:39]1[CH:38]=[C:37]([N:33]2[CH2:32][CH2:31][CH:30]([NH:29][C:27]([C:4]3[N:5]([CH3:26])[C:6]4[C:15]5[CH:14]=[CH:13][CH:12]=[CH:11][C:10]=5[N:9]([CH2:16][C:17](=[O:24])[C:18]5[CH:23]=[CH:22][CH:21]=[CH:20][CH:19]=5)[C:8](=[O:25])[C:7]=4[C:3]=3[O:2][CH3:1])=[O:28])[CH2:35][CH2:34]2)[CH:44]=[CH:43][CH:42]=1)#[N:41], predict the reactants needed to synthesize it. The reactants are: [CH3:1][O:2][C:3]1[C:7]2[C:8](=[O:25])[N:9]([CH2:16][C:17](=[O:24])[C:18]3[CH:23]=[CH:22][CH:21]=[CH:20][CH:19]=3)[C:10]3[CH:11]=[CH:12][CH:13]=[CH:14][C:15]=3[C:6]=2[N:5]([CH3:26])[C:4]=1[C:27]([NH:29][CH:30]1[CH2:35][CH2:34][NH:33][CH2:32][CH2:31]1)=[O:28].Br[C:37]1[CH:38]=[C:39]([CH:42]=[CH:43][CH:44]=1)[C:40]#[N:41].CC(C1C=C(C(C)C)C(C2C=CC=CC=2P(C2CCCCC2)C2CCCCC2)=C(C(C)C)C=1)C.CC(C)([O-])C.[Na+].C(N(CC)CC)C.